Dataset: Forward reaction prediction with 1.9M reactions from USPTO patents (1976-2016). Task: Predict the product of the given reaction. Given the reactants [NH2:1][C:2]1[CH:3]=[C:4]([CH:21]=[CH:22][CH:23]=1)[O:5][C:6]1[CH:7]=[CH:8][C:9]2[N:10]([CH:12]=[C:13]([NH:15][C:16]([CH:18]3[CH2:20][CH2:19]3)=[O:17])[N:14]=2)[N:11]=1.[S:24]1[CH:28]=[CH:27][N:26]=[C:25]1[C:29](Cl)=[O:30], predict the reaction product. The product is: [CH:18]1([C:16]([NH:15][C:13]2[N:14]=[C:9]3[CH:8]=[CH:7][C:6]([O:5][C:4]4[CH:3]=[C:2]([NH:1][C:29]([C:25]5[S:24][CH:28]=[CH:27][N:26]=5)=[O:30])[CH:23]=[CH:22][CH:21]=4)=[N:11][N:10]3[CH:12]=2)=[O:17])[CH2:20][CH2:19]1.